From a dataset of Peptide-MHC class II binding affinity with 134,281 pairs from IEDB. Regression. Given a peptide amino acid sequence and an MHC pseudo amino acid sequence, predict their binding affinity value. This is MHC class II binding data. (1) The peptide sequence is VQDPKFWELVDEERK. The MHC is DRB1_0801 with pseudo-sequence DRB1_0801. The binding affinity (normalized) is 0.161. (2) The binding affinity (normalized) is 0.0372. The MHC is DRB1_1101 with pseudo-sequence DRB1_1101. The peptide sequence is DKLKQQRDTLSTQKET.